From a dataset of Full USPTO retrosynthesis dataset with 1.9M reactions from patents (1976-2016). Predict the reactants needed to synthesize the given product. (1) Given the product [NH2:5][CH2:6][CH2:7][C:8]1[N:13]=[C:12]([NH:14][C:15]([NH:17][C:18]2[N:19]=[C:20]([C:23]3[CH:24]=[CH:25][N:26]=[CH:27][CH:28]=3)[S:21][CH:22]=2)=[O:16])[CH:11]=[CH:10][CH:9]=1, predict the reactants needed to synthesize it. The reactants are: C1(=O)[N:5]([CH2:6][CH2:7][C:8]2[N:13]=[C:12]([NH:14][C:15]([NH:17][C:18]3[N:19]=[C:20]([C:23]4[CH:28]=[CH:27][N:26]=[CH:25][CH:24]=4)[S:21][CH:22]=3)=[O:16])[CH:11]=[CH:10][CH:9]=2)C(=O)C2=CC=CC=C12.O.NN. (2) The reactants are: [CH3:1][O:2][C:3](=[O:36])[C:4]1[CH:9]=[CH:8][C:7]([CH2:10][CH:11]([C:26]([O:28]CC2C=CC=CC=2)=[O:27])[C:12]2[CH:17]=[CH:16][C:15]([O:18]CC3C=CC=CC=3)=[CH:14][CH:13]=2)=[CH:6][CH:5]=1.CCOC(C)=O. Given the product [CH3:1][O:2][C:3](=[O:36])[C:4]1[CH:9]=[CH:8][C:7]([CH2:10][CH:11]([C:26]([OH:28])=[O:27])[C:12]2[CH:17]=[CH:16][C:15]([OH:18])=[CH:14][CH:13]=2)=[CH:6][CH:5]=1, predict the reactants needed to synthesize it. (3) Given the product [Br:23][CH2:1][C:2]1[N:3]=[CH:4][C:5]([NH:8][C:9](=[O:15])[O:10][C:11]([CH3:12])([CH3:14])[CH3:13])=[N:6][CH:7]=1, predict the reactants needed to synthesize it. The reactants are: [CH3:1][C:2]1[N:3]=[CH:4][C:5]([NH:8][C:9](=[O:15])[O:10][C:11]([CH3:14])([CH3:13])[CH3:12])=[N:6][CH:7]=1.C1C(=O)N([Br:23])C(=O)C1.CC(N=NC(C#N)(C)C)(C#N)C.